Dataset: Forward reaction prediction with 1.9M reactions from USPTO patents (1976-2016). Task: Predict the product of the given reaction. Given the reactants [Br:1][CH2:2][CH2:3][CH2:4][CH2:5]Br.BrCCCCO[C:13]1[CH:18]=[CH:17][C:16]([N:19]2[N:28]=[C:27]([C:29]3[CH:34]=[CH:33][C:32]([O:35][CH3:36])=[C:31]([O:37][CH3:38])[CH:30]=3)[C@@H:26]3[C@@H:21]([CH2:22][CH:23]=[CH:24][CH2:25]3)[C:20]2=[O:39])=CC=1, predict the reaction product. The product is: [Br:1][CH2:2][CH2:3][CH2:4][CH2:5][O:35][C:32]1[CH:31]=[CH:30][C:17]([CH2:16][N:19]2[N:28]=[C:27]([C:29]3[CH:34]=[CH:33][C:32]([O:35][CH3:36])=[C:31]([O:37][CH3:38])[CH:30]=3)[C@@H:26]3[C@@H:21]([CH2:22][CH:23]=[CH:24][CH2:25]3)[C:20]2=[O:39])=[CH:18][CH:13]=1.